Dataset: Merck oncology drug combination screen with 23,052 pairs across 39 cell lines. Task: Regression. Given two drug SMILES strings and cell line genomic features, predict the synergy score measuring deviation from expected non-interaction effect. (1) Drug 1: COc1cc(C2c3cc4c(cc3C(OC3OC5COC(C)OC5C(O)C3O)C3COC(=O)C23)OCO4)cc(OC)c1O. Drug 2: Cn1c(=O)n(-c2ccc(C(C)(C)C#N)cc2)c2c3cc(-c4cnc5ccccc5c4)ccc3ncc21. Cell line: RKO. Synergy scores: synergy=19.4. (2) Drug 1: Nc1ccn(C2OC(CO)C(O)C2(F)F)c(=O)n1. Drug 2: CCc1cnn2c(NCc3ccc[n+]([O-])c3)cc(N3CCCCC3CCO)nc12. Cell line: A2780. Synergy scores: synergy=-3.74. (3) Drug 1: CC(=O)OC1C(=O)C2(C)C(O)CC3OCC3(OC(C)=O)C2C(OC(=O)c2ccccc2)C2(O)CC(OC(=O)C(O)C(NC(=O)c3ccccc3)c3ccccc3)C(C)=C1C2(C)C. Drug 2: Cn1c(=O)n(-c2ccc(C(C)(C)C#N)cc2)c2c3cc(-c4cnc5ccccc5c4)ccc3ncc21. Cell line: OVCAR3. Synergy scores: synergy=-20.2. (4) Drug 1: N.N.O=C(O)C1(C(=O)O)CCC1.[Pt]. Drug 2: CNC(=O)c1cc(Oc2ccc(NC(=O)Nc3ccc(Cl)c(C(F)(F)F)c3)cc2)ccn1. Cell line: OCUBM. Synergy scores: synergy=-7.83. (5) Drug 1: CC1(c2nc3c(C(N)=O)cccc3[nH]2)CCCN1. Drug 2: CCC1(O)C(=O)OCc2c1cc1n(c2=O)Cc2cc3c(CN(C)C)c(O)ccc3nc2-1. Cell line: UWB1289BRCA1. Synergy scores: synergy=-15.7. (6) Drug 1: NC1(c2ccc(-c3nc4ccn5c(=O)[nH]nc5c4cc3-c3ccccc3)cc2)CCC1. Drug 2: O=C(NOCC(O)CO)c1ccc(F)c(F)c1Nc1ccc(I)cc1F. Cell line: LOVO. Synergy scores: synergy=40.3. (7) Drug 1: N.N.O=C(O)C1(C(=O)O)CCC1.[Pt]. Drug 2: CCN(CC)CCNC(=O)c1c(C)[nH]c(C=C2C(=O)Nc3ccc(F)cc32)c1C. Cell line: HT144. Synergy scores: synergy=4.31.